This data is from Full USPTO retrosynthesis dataset with 1.9M reactions from patents (1976-2016). The task is: Predict the reactants needed to synthesize the given product. (1) Given the product [CH3:1][S:2]([O:18][CH:7]1[CH2:6][O:11][CH:10]([C:12]2[CH:17]=[CH:16][CH:15]=[CH:14][CH:13]=2)[O:9][CH2:8]1)(=[O:4])=[O:3], predict the reactants needed to synthesize it. The reactants are: [CH3:1][S:2](Cl)(=[O:4])=[O:3].[CH2:6]1[O:11][CH:10]([C:12]2[CH:17]=[CH:16][CH:15]=[CH:14][CH:13]=2)[O:9][CH2:8][CH:7]1[OH:18]. (2) Given the product [Cl:1][C:2]1[CH:7]=[CH:6][C:5]([N:8]2[CH2:43][CH2:42][N:11]([CH2:12][CH2:13][CH:14]=[C:15]3[C:21]4[CH:22]=[CH:23][CH:24]=[N:25][C:20]=4[CH2:19][O:18][C:17]4[CH:26]=[CH:27][C:28]([C:30]([OH:33])([CH3:31])[CH3:32])=[CH:29][C:16]3=4)[CH2:10][CH:9]2[C:34]#[N:36])=[CH:4][CH:3]=1, predict the reactants needed to synthesize it. The reactants are: [Cl:1][C:2]1[CH:7]=[CH:6][C:5]([NH:8][CH2:9][CH2:10][NH:11][CH2:12][CH2:13][CH:14]=[C:15]2[C:21]3=[CH:22][CH:23]=[CH:24][NH:25][C:20]3=[CH:19][O:18][C:17]3[CH:26]=[CH:27][C:28]([C:30]([OH:33])([CH3:32])[CH3:31])=[CH:29][C:16]2=3)=[CH:4][CH:3]=1.[CH2:34]([N:36](CC)CC)C.Br[CH:42](CBr)[C:43]#N.